From a dataset of Experimentally validated miRNA-target interactions with 360,000+ pairs, plus equal number of negative samples. Binary Classification. Given a miRNA mature sequence and a target amino acid sequence, predict their likelihood of interaction. (1) The miRNA is hsa-miR-5093 with sequence AGGAAAUGAGGCUGGCUAGGAGC. The protein sequence of the target gene is MAEAAPARDPETDKHTEDQSPSTPLPQPAAEKNSYLYSTEITLWTVVAAIQALEKKVDSCLTRLLTLEGRTGTAEKKLADCEKTAVEFGNQLEGKWAVLGTLLQEYGLLQRRLENVENLLRNRNFWILRLPPGSKGEAPKVPVTFDDVAVYFSELEWGKLEDWQKELYKHVMRGNYETLVSLDYAISKPDILTRIERGEEPCLDRWGQEKGNEVEVGRPRMMGTGLPPYPEHLTSPLSPAQEELKEGQAPKQQQDSEARVAPAGPEAGLALRTDLQGEAQI. Result: 0 (no interaction). (2) The miRNA is hsa-miR-8057 with sequence GUGGCUCUGUAGUAAGAUGGA. The protein sequence of the target gene is MLNMQGAEERDIRRETCPGWVNKNKPALEQDVCKIDSSGIVVKRFQEDEYQDSTFEEKYACEGMKENSPREIAESCLFQEGGFGRITFIHKEAPPEIISQGYNFEKSLLLTSSLVTRLRVSTEESLHQWETSNIQTNDISDQSKCPTLCTQKKSWKCNECGKTFTQSSSLTQHQRTHTGERPYTCEECGKAFSRSSFLVQHQRIHTGVKPYGCEQCGKTFRCRSFLTQHQRIHTGEKPYKCNECGNSFRNHSHLTEHQRIHTGEKPYKCNRCGKAFNQNTHLIHHQRIHTGEKPYICSEC.... Result: 1 (interaction).